Dataset: Reaction yield outcomes from USPTO patents with 853,638 reactions. Task: Predict the reaction yield, written as a fraction of the theoretical maximum amount of product (1.0 means a 100% yield; for example, 0.34 means a 34% yield). (1) The reactants are C(OC([N:8]1[CH2:13][CH2:12][O:11][CH2:10][CH:9]1[C:14]1[O:18][N:17]=[C:16]([C:19]2[CH:24]=[CH:23][CH:22]=[C:21]([Cl:25])[CH:20]=2)[N:15]=1)=O)(C)(C)C.FC(F)(F)C(O)=O.C(=O)(O)[O-].[Na+]. The catalyst is ClCCl. The product is [Cl:25][C:21]1[CH:20]=[C:19]([C:16]2[N:15]=[C:14]([CH:9]3[CH2:10][O:11][CH2:12][CH2:13][NH:8]3)[O:18][N:17]=2)[CH:24]=[CH:23][CH:22]=1. The yield is 0.740. (2) The reactants are [CH3:1][C:2]1[S:6][C:5]([NH2:7])=[N:4][CH:3]=1.[CH3:8][O:9][CH2:10][CH2:11][Br:12]. No catalyst specified. The product is [BrH:12].[CH3:8][O:9][CH2:10][CH2:11][N:4]1[CH:3]=[C:2]([CH3:1])[S:6][C:5]1=[NH:7]. The yield is 0.400. (3) The catalyst is C1C=CC([P]([Pd]([P](C2C=CC=CC=2)(C2C=CC=CC=2)C2C=CC=CC=2)([P](C2C=CC=CC=2)(C2C=CC=CC=2)C2C=CC=CC=2)[P](C2C=CC=CC=2)(C2C=CC=CC=2)C2C=CC=CC=2)(C2C=CC=CC=2)C2C=CC=CC=2)=CC=1.O1CCOCC1. The product is [CH3:1][O:2][C:3](=[O:30])[NH:4][CH:5]([C:9]([N:11]1[CH:16]([C:17]2[NH:18][C:19]([C:22]3[CH:27]=[CH:26][C:25]([B:31]4[O:35][C:34]([CH3:37])([CH3:36])[C:33]([CH3:39])([CH3:38])[O:32]4)=[CH:24][CH:23]=3)=[CH:20][N:21]=2)[CH:15]2[CH2:29][CH:12]1[CH2:13][CH2:14]2)=[O:10])[CH:6]([CH3:8])[CH3:7]. The yield is 0.660. The reactants are [CH3:1][O:2][C:3](=[O:30])[NH:4][CH:5]([C:9]([N:11]1[CH:16]([C:17]2[NH:18][C:19]([C:22]3[CH:27]=[CH:26][C:25](Br)=[CH:24][CH:23]=3)=[CH:20][N:21]=2)[CH:15]2[CH2:29][CH:12]1[CH2:13][CH2:14]2)=[O:10])[CH:6]([CH3:8])[CH3:7].[B:31]1([B:31]2[O:35][C:34]([CH3:37])([CH3:36])[C:33]([CH3:39])([CH3:38])[O:32]2)[O:35][C:34]([CH3:37])([CH3:36])[C:33]([CH3:39])([CH3:38])[O:32]1.C([O-])(=O)C.[K+]. (4) The product is [F:32][C:31]1[CH:30]=[CH:29][CH:28]=[C:27]([F:33])[C:26]=1[O:25][C:23]1[CH2:24][N:20]([CH:12]([CH2:13][CH:14]2[CH2:15][CH2:16][O:17][CH2:18][CH2:19]2)[C:11]([NH:10][C:7]2[CH:8]=[CH:9][N:61]([CH2:64][C:65]([OH:67])([CH3:68])[CH3:66])[N:6]=2)=[O:35])[C:21](=[O:34])[CH:22]=1. The yield is 0.680. The reactants are COC(=O)C1[CH:9]=[CH:8][C:7]([NH:10][C:11](=[O:35])[CH:12]([N:20]2[CH2:24][C:23]([O:25][C:26]3[C:31]([F:32])=[CH:30][CH:29]=[CH:28][C:27]=3[F:33])=[CH:22][C:21]2=[O:34])[CH2:13][CH:14]2[CH2:19][CH2:18][O:17][CH2:16][CH2:15]2)=[N:6]C=1.CN(C)CCCN=C=NCC.ON1C2C=CC=CC=2N=N1.NC1C=C[N:61]([CH2:64][C:65]([CH3:68])([OH:67])[CH3:66])N=1. The catalyst is ClCCl. (5) The product is [CH:21]([C:20]1[CH:23]=[CH:24][CH:25]=[CH:26][C:19]=1[C:9]1[CH:10]=[CH:11][C:12]([C:15]#[N:16])=[N:13][CH:14]=1)=[O:22]. The yield is 0.720. The reactants are CC1(C)C(C)(C)OB([C:9]2[CH:10]=[CH:11][C:12]([C:15]#[N:16])=[N:13][CH:14]=2)O1.Br[C:19]1[CH:26]=[CH:25][CH:24]=[CH:23][C:20]=1[CH:21]=[O:22].C(#N)C.C(=O)([O-])[O-].[Na+].[Na+]. The catalyst is Cl[Pd](Cl)([P](C1C=CC=CC=1)(C1C=CC=CC=1)C1C=CC=CC=1)[P](C1C=CC=CC=1)(C1C=CC=CC=1)C1C=CC=CC=1.C(OCC)(=O)C. (6) The yield is 0.700. The catalyst is O1CCCC1.O. The product is [CH:1]1([CH2:6][C@H:7]([C:19]2[CH:24]=[CH:23][C:22]([Cl:25])=[C:21]([Cl:26])[CH:20]=2)[C:8]([OH:9])=[O:27])[CH2:2][CH2:3][CH2:4][CH2:5]1. The reactants are [CH:1]1([CH2:6][C@H:7]([C:19]2[CH:24]=[CH:23][C:22]([Cl:25])=[C:21]([Cl:26])[CH:20]=2)[C:8](N2[C@@H](C(C)C)COC2=O)=[O:9])[CH2:5][CH2:4][CH2:3][CH2:2]1.[OH:27]O.[OH-].[Li+]. (7) The reactants are [CH2:1]([O:3][C:4](=[O:25])[CH2:5][N:6]([C:18]([O:20][C:21]([CH3:24])([CH3:23])[CH3:22])=[O:19])[CH2:7][C:8]1[CH:13]=[C:12]([Cl:14])[CH:11]=[CH:10][C:9]=1[N+:15]([O-])=O)[CH3:2].[H][H]. The catalyst is C(OCC)(=O)C.[Pd].[Br-].[Zn+2].[Br-]. The product is [CH2:1]([O:3][C:4](=[O:25])[CH2:5][N:6]([CH2:7][C:8]1[CH:13]=[C:12]([Cl:14])[CH:11]=[CH:10][C:9]=1[NH2:15])[C:18]([O:20][C:21]([CH3:24])([CH3:22])[CH3:23])=[O:19])[CH3:2]. The yield is 0.955. (8) The reactants are ClCCl.[CH2:4]([O:6][C:7]1[CH:12]=[CH:11][C:10]([C:13]2[CH:18]=[CH:17][C:16]([CH:19]3[CH2:24][CH2:23][CH:22]([CH:25]4[CH2:30][CH2:29][CH:28]([CH2:31][CH2:32][CH3:33])[CH2:27][CH2:26]4)[O:21][CH:20]3O)=[C:15]([F:35])[C:14]=2[F:36])=[C:9]([F:37])[C:8]=1[F:38])[CH3:5].C([SiH](CC)CC)C. The catalyst is O. The product is [CH2:4]([O:6][C:7]1[CH:12]=[CH:11][C:10]([C:13]2[CH:18]=[CH:17][C:16]([CH:19]3[CH2:20][O:21][CH:22]([CH:25]4[CH2:30][CH2:29][CH:28]([CH2:31][CH2:32][CH3:33])[CH2:27][CH2:26]4)[CH2:23][CH2:24]3)=[C:15]([F:35])[C:14]=2[F:36])=[C:9]([F:37])[C:8]=1[F:38])[CH3:5]. The yield is 0.360. (9) The reactants are [Cl:1][C:2]1[CH:3]=[C:4]([CH:8]([O:13][Si](CC)(CC)CC)[CH2:9][N+:10]([O-:12])=[O:11])[CH:5]=[CH:6][CH:7]=1. The catalyst is [Ni].CO. The product is [Cl:1][C:2]1[CH:3]=[C:4]([CH:8]([OH:13])[CH2:9][N+:10]([O-:12])=[O:11])[CH:5]=[CH:6][CH:7]=1. The yield is 0.620. (10) The reactants are Br[C:2]1[CH:7]=[C:6]([N+:8]([O-:10])=[O:9])[CH:5]=[C:4]([N+:11]([O-:13])=[O:12])[CH:3]=1.[C:14]1(B(O)O)[CH2:18][CH2:17][CH2:16][CH:15]=1.C(=O)([O-])[O-].[K+].[K+]. The catalyst is O1CCOCC1.O.C1C=CC([P]([Pd]([P](C2C=CC=CC=2)(C2C=CC=CC=2)C2C=CC=CC=2)([P](C2C=CC=CC=2)(C2C=CC=CC=2)C2C=CC=CC=2)[P](C2C=CC=CC=2)(C2C=CC=CC=2)C2C=CC=CC=2)(C2C=CC=CC=2)C2C=CC=CC=2)=CC=1. The product is [C:14]1([C:2]2[CH:7]=[C:6]([N+:8]([O-:10])=[O:9])[CH:5]=[C:4]([N+:11]([O-:13])=[O:12])[CH:3]=2)[CH2:18][CH2:17][CH2:16][CH:15]=1. The yield is 0.580.